This data is from Forward reaction prediction with 1.9M reactions from USPTO patents (1976-2016). The task is: Predict the product of the given reaction. (1) Given the reactants [F:1][C@H:2]([C:4]1[S:8][C:7]2=[N:9][C:10]([C:12]3[O:13][C:14]4[C:15](=[C:17]([OH:23])[CH:18]=[C:19]([O:21][CH3:22])[CH:20]=4)[CH:16]=3)=[CH:11][N:6]2[N:5]=1)[CH3:3].[CH3:24][O:25][C:26]1([C:32]2[N:37]=[C:36]([CH2:38]O)[CH:35]=[CH:34][CH:33]=2)[CH2:31][CH2:30][O:29][CH2:28][CH2:27]1.C(P(CCCC)CCCC)CCC.N(C(N1CCCCC1)=O)=NC(N1CCCCC1)=O, predict the reaction product. The product is: [F:1][C@H:2]([C:4]1[S:8][C:7]2=[N:9][C:10]([C:12]3[O:13][C:14]4[CH:20]=[C:19]([O:21][CH3:22])[CH:18]=[C:17]([O:23][CH2:38][C:36]5[CH:35]=[CH:34][CH:33]=[C:32]([C:26]6([O:25][CH3:24])[CH2:31][CH2:30][O:29][CH2:28][CH2:27]6)[N:37]=5)[C:15]=4[CH:16]=3)=[CH:11][N:6]2[N:5]=1)[CH3:3]. (2) Given the reactants [CH2:1]([O:8][CH2:9][CH:10]([CH3:13])[CH2:11][OH:12])[C:2]1[CH:7]=[CH:6][CH:5]=[CH:4][CH:3]=1.CC(OI1(OC(C)=O)(OC(C)=O)OC(=O)C2C=CC=CC1=2)=O, predict the reaction product. The product is: [CH2:1]([O:8][CH2:9][CH:10]([CH3:13])[CH:11]=[O:12])[C:2]1[CH:7]=[CH:6][CH:5]=[CH:4][CH:3]=1.